From a dataset of Forward reaction prediction with 1.9M reactions from USPTO patents (1976-2016). Predict the product of the given reaction. (1) The product is: [Br:10][C:11]1[CH:16]=[C:15]([C:17]([C:27]2[CH:26]=[C:25]([CH3:24])[C:30]3[NH:31][C:32](=[O:34])[O:33][C:29]=3[CH:28]=2)=[O:19])[CH:14]=[CH:13][N:12]=1. Given the reactants S(Cl)(Cl)=O.CN(C=O)C.[Br:10][C:11]1[CH:16]=[C:15]([C:17]([OH:19])=O)[CH:14]=[CH:13][N:12]=1.[Cl-].[Cl-].[Cl-].[Al+3].[CH3:24][C:25]1[C:30]2[NH:31][C:32](=[O:34])[O:33][C:29]=2[CH:28]=[CH:27][CH:26]=1.BrBr.ClCl, predict the reaction product. (2) Given the reactants [Br:1][C:2]1[CH:27]=[CH:26][C:25]([F:28])=[CH:24][C:3]=1[O:4][CH:5]1[CH2:8][N:7]([C:9]2[N:10]=[CH:11][C:12]([C:15]([NH:17][CH2:18][C:19]([O:21]CC)=[O:20])=[O:16])=[N:13][CH:14]=2)[CH2:6]1.O1CCCC1.[OH-].[Li+].Cl, predict the reaction product. The product is: [Br:1][C:2]1[CH:27]=[CH:26][C:25]([F:28])=[CH:24][C:3]=1[O:4][CH:5]1[CH2:8][N:7]([C:9]2[N:10]=[CH:11][C:12]([C:15]([NH:17][CH2:18][C:19]([OH:21])=[O:20])=[O:16])=[N:13][CH:14]=2)[CH2:6]1. (3) Given the reactants [C:1]1(B(O)O)[CH:6]=[CH:5][CH:4]=[CH:3][CH:2]=1.Cl[C:11]1[C:15]([N+:16]([O-:18])=[O:17])=[CH:14][N:13]([C:19]2[CH:20]=[N:21][CH:22]=[CH:23][CH:24]=2)[N:12]=1.C(O)C.C(=O)([O-])[O-].[K+].[K+], predict the reaction product. The product is: [N+:16]([C:15]1[C:11]([C:1]2[CH:6]=[CH:5][CH:4]=[CH:3][CH:2]=2)=[N:12][N:13]([C:19]2[CH:20]=[N:21][CH:22]=[CH:23][CH:24]=2)[CH:14]=1)([O-:18])=[O:17]. (4) Given the reactants [Cl:1][C:2]1[CH:3]=[C:4]2[C:8](=[CH:9][CH:10]=1)[NH:7][CH:6]=[C:5]2[CH2:11][CH2:12][NH:13][C:14](=[O:22])[C:15]1[CH:20]=[CH:19][CH:18]=[CH:17][C:16]=1I.[C:23]([C:25]1[CH:30]=[CH:29][C:28](B(O)O)=[CH:27][CH:26]=1)#[N:24].C(=O)([O-])[O-].[Na+].[Na+], predict the reaction product. The product is: [Cl:1][C:2]1[CH:3]=[C:4]2[C:8](=[CH:9][CH:10]=1)[NH:7][CH:6]=[C:5]2[CH2:11][CH2:12][NH:13][C:14]([C:15]1[C:16]([C:28]2[CH:29]=[CH:30][C:25]([C:23]#[N:24])=[CH:26][CH:27]=2)=[CH:17][CH:18]=[CH:19][CH:20]=1)=[O:22]. (5) Given the reactants [Cl:1][C:2]1[CH:7]=[CH:6][C:5]([C:8]2[N:12]([CH:13]([CH:17]3[CH2:22][CH2:21][CH2:20][CH2:19][CH2:18]3)[C:14](O)=[O:15])[C:11]3[CH:23]=[C:24]([F:28])[C:25]([F:27])=[CH:26][C:10]=3[N:9]=2)=[CH:4][CH:3]=1.[Cl-].[NH4+].C([N:33](C(C)C)C(C)C)C.O.ON1C2C=CC=CC=2N=N1.Cl.CN(C)CCCN=C=NCC, predict the reaction product. The product is: [Cl:1][C:2]1[CH:3]=[CH:4][C:5]([C:8]2[N:12]([CH:13]([CH:17]3[CH2:18][CH2:19][CH2:20][CH2:21][CH2:22]3)[C:14]([NH2:33])=[O:15])[C:11]3[CH:23]=[C:24]([F:28])[C:25]([F:27])=[CH:26][C:10]=3[N:9]=2)=[CH:6][CH:7]=1. (6) Given the reactants [F:1][C:2]1[CH:19]=[C:18]([N+:20]([O-:22])=[O:21])[CH:17]=[CH:16][C:3]=1[O:4][C:5]1[C:10]2=[C:11]([CH3:15])[C:12]([OH:14])=[CH:13][N:9]2[N:8]=[CH:7][N:6]=1.C1(P(C2C=CC=CC=2)C2C=CC=CC=2)C=CC=CC=1.[CH3:42][N:43]1[CH2:48][CH2:47][N:46]([CH2:49][CH2:50]O)[CH2:45][CH2:44]1.CC(OC(/N=N/C(OC(C)C)=O)=O)C, predict the reaction product. The product is: [F:1][C:2]1[CH:19]=[C:18]([N+:20]([O-:22])=[O:21])[CH:17]=[CH:16][C:3]=1[O:4][C:5]1[C:10]2=[C:11]([CH3:15])[C:12]([O:14][CH2:50][CH2:49][N:46]3[CH2:47][CH2:48][N:43]([CH3:42])[CH2:44][CH2:45]3)=[CH:13][N:9]2[N:8]=[CH:7][N:6]=1.